From a dataset of Reaction yield outcomes from USPTO patents with 853,638 reactions. Predict the reaction yield, written as a fraction of the theoretical maximum amount of product (1.0 means a 100% yield; for example, 0.34 means a 34% yield). (1) The reactants are [Br:1][C:2]([CH2:4][CH2:5][CH2:6][CH2:7][CH2:8][CH3:9])=[CH2:3].[CH:10]([Br:13])(Br)[Br:11].[Br-].[Br-].C([N+](C)(C)CC[N+](CC1C=CC=CC=1)(C)C)C1C=CC=CC=1.[OH-].[K+]. The catalyst is C(Cl)Cl.O. The product is [Br:11][C:10]1([Br:13])[CH2:3][C:2]1([Br:1])[CH2:4][CH2:5][CH2:6][CH2:7][CH2:8][CH3:9]. The yield is 0.510. (2) The reactants are [CH3:1][N:2](C=O)C.CI.CN(C)[CH2:10][C:11]1[C:19]2[C:14](=[CH:15][C:16]([N+:20]([O-:22])=[O:21])=[CH:17][CH:18]=2)[NH:13][CH:12]=1.[C-]#N.[K+]. The catalyst is O.C1COCC1. The product is [N+:20]([C:16]1[CH:15]=[C:14]2[C:19]([C:11]([CH2:10][C:1]#[N:2])=[CH:12][NH:13]2)=[CH:18][CH:17]=1)([O-:22])=[O:21]. The yield is 0.360. (3) The reactants are [CH3:1][O:2][C:3]1[S:4][CH:5]=[CH:6][CH:7]=1.[Li]CCCC.[C:13](=[O:15])=[O:14]. The catalyst is O1CCCC1. The product is [CH3:1][O:2][C:3]1[S:4][C:5]([C:13]([OH:15])=[O:14])=[CH:6][CH:7]=1. The yield is 0.910.